Predict the reactants needed to synthesize the given product. From a dataset of Full USPTO retrosynthesis dataset with 1.9M reactions from patents (1976-2016). (1) Given the product [C:1]([O:5][C:6]([N:8]1[CH2:13][CH2:12][N:11]([C:14]2[N:22]([CH2:23][C:24]#[C:25][CH3:26])[C:21]3[C:20](=[O:27])[N:19]([CH2:28][O:29][C:30](=[O:35])[C:31]([CH3:34])([CH3:33])[CH3:32])[C:18](=[O:36])[NH:17][C:16]=3[N:15]=2)[CH2:10][CH2:9]1)=[O:7])([CH3:3])([CH3:2])[CH3:4], predict the reactants needed to synthesize it. The reactants are: [C:1]([O:5][C:6]([N:8]1[CH2:13][CH2:12][N:11]([C:14]2[N:22]([CH2:23][C:24]#[C:25][CH3:26])[C:21]3[C:20](=[O:27])[N:19]([CH2:28][O:29][C:30](=[O:35])[C:31]([CH3:34])([CH3:33])[CH3:32])[C:18](=[O:36])[N:17](COC(=O)C(C)(C)C)[C:16]=3[N:15]=2)[CH2:10][CH2:9]1)=[O:7])([CH3:4])([CH3:3])[CH3:2]. (2) Given the product [Cl:1][C:2]1[C:3]([NH:15][C:16]([C:18]2[C:27]3[C:22](=[CH:23][CH:24]=[CH:25][CH:26]=3)[CH:21]=[CH:20][N:19]=2)=[O:17])=[CH:4][C:5]([F:14])=[C:6]([CH2:8][C:9]([OH:11])=[O:10])[CH:7]=1, predict the reactants needed to synthesize it. The reactants are: [Cl:1][C:2]1[C:3]([NH:15][C:16]([C:18]2[C:27]3[C:22](=[CH:23][CH:24]=[CH:25][CH:26]=3)[CH:21]=[CH:20][N:19]=2)=[O:17])=[CH:4][C:5]([F:14])=[C:6]([CH2:8][C:9]([O:11]CC)=[O:10])[CH:7]=1.[OH-].[Na+].Cl. (3) Given the product [Cl-:18].[CH3:1][O:2][CH2:3][CH2:4][N:5]1[C:9]2[CH:10]=[CH:11][CH:12]=[CH:13][C:8]=2[N:7]([CH2:17][CH2:16][O:15][CH3:14])[CH2:6]1, predict the reactants needed to synthesize it. The reactants are: [CH3:1][O:2][CH2:3][CH2:4][N:5]1[C:9]2[CH:10]=[CH:11][CH:12]=[CH:13][C:8]=2[N:7]=[CH:6]1.[CH3:14][O:15][CH2:16][CH2:17][Cl:18]. (4) Given the product [CH3:16][CH:4]([NH2:1])[CH2:5][C:6]1[CH:7]=[CH:8][C:9]([C:12]([F:13])([F:14])[F:15])=[CH:10][CH:11]=1, predict the reactants needed to synthesize it. The reactants are: [N+:1]([C:4]([CH3:16])=[CH:5][C:6]1[CH:11]=[CH:10][C:9]([C:12]([F:15])([F:14])[F:13])=[CH:8][CH:7]=1)([O-])=O.[H-].[H-].[H-].[H-].[Li+].[Al+3].C(OC(=O)C)C. (5) Given the product [NH2:20][C:15]1[C:12]([C:13]#[N:14])=[C:11]([O:9][C:3]2[CH:8]=[CH:7][CH:6]=[CH:5][CH:4]=2)[N:18]=[C:17]([NH2:19])[CH:16]=1, predict the reactants needed to synthesize it. The reactants are: [H-].[Na+].[C:3]1([OH:9])[CH:8]=[CH:7][CH:6]=[CH:5][CH:4]=1.Br[C:11]1[N:18]=[C:17]([NH2:19])[CH:16]=[C:15]([NH2:20])[C:12]=1[C:13]#[N:14]. (6) The reactants are: [I:1][C:2]1[CH:3]=[C:4]([CH:6]=[CH:7][CH:8]=1)[NH2:5].Br[CH2:10][CH2:11][C:12]([O:14][CH2:15][CH3:16])=[O:13].IC1C=C(N[C@H](C([O-])=O)C)C=CC=1.[O-:30][C:31]#[N:32].[Na+]. Given the product [NH2:32][C:31]([N:5]([C:4]1[CH:6]=[CH:7][CH:8]=[C:2]([I:1])[CH:3]=1)[C@H:11]([C:12]([O:14][CH2:15][CH3:16])=[O:13])[CH3:10])=[O:30], predict the reactants needed to synthesize it. (7) Given the product [CH2:14]([O:13][C:11]([C:10]1[CH:9]=[N:8][N:7]2[C:2]([NH:32][C:33]3[CH:38]=[CH:37][CH:36]=[CH:35][C:34]=3[CH3:39])=[C:3]([C:16]([N:18]3[CH2:19][CH2:20][C:21]4([C:31]5[C:26](=[CH:27][CH:28]=[CH:29][CH:30]=5)[CH2:25][CH2:24]4)[CH2:22][CH2:23]3)=[O:17])[CH:4]=[N:5][C:6]=12)=[O:12])[CH3:15], predict the reactants needed to synthesize it. The reactants are: Cl[C:2]1[N:7]2[N:8]=[CH:9][C:10]([C:11]([O:13][CH2:14][CH3:15])=[O:12])=[C:6]2[N:5]=[CH:4][C:3]=1[C:16]([N:18]1[CH2:23][CH2:22][C:21]2([C:31]3[C:26](=[CH:27][CH:28]=[CH:29][CH:30]=3)[CH2:25][CH2:24]2)[CH2:20][CH2:19]1)=[O:17].[NH2:32][C:33]1[C:34]([CH3:39])=[CH:35][CH:36]=[CH:37][CH:38]=1. (8) Given the product [F:14][C:15]1[CH:16]=[C:17]([N:21]([C:8]2[CH:9]=[CH:10][C:5]([S:2]([CH3:1])(=[O:4])=[O:3])=[CH:6][CH:7]=2)[CH2:22][CH2:23][N:24]2[CH2:29][CH2:28][CH:27]([CH2:30][C:31]([NH:33][C:34]3[CH:39]=[CH:38][C:37]([S:40]([CH3:43])(=[O:41])=[O:42])=[CH:36][CH:35]=3)=[O:32])[CH2:26][CH2:25]2)[CH:18]=[CH:19][CH:20]=1, predict the reactants needed to synthesize it. The reactants are: [CH3:1][S:2]([C:5]1[CH:10]=[CH:9][C:8](B(O)O)=[CH:7][CH:6]=1)(=[O:4])=[O:3].[F:14][C:15]1[CH:16]=[C:17]([NH:21][CH2:22][CH2:23][N:24]2[CH2:29][CH2:28][CH:27]([CH2:30][C:31]([NH:33][C:34]3[CH:39]=[CH:38][C:37]([S:40]([CH3:43])(=[O:42])=[O:41])=[CH:36][CH:35]=3)=[O:32])[CH2:26][CH2:25]2)[CH:18]=[CH:19][CH:20]=1.